Dataset: Reaction yield outcomes from USPTO patents with 853,638 reactions. Task: Predict the reaction yield, written as a fraction of the theoretical maximum amount of product (1.0 means a 100% yield; for example, 0.34 means a 34% yield). The reactants are C([Li])CCC.Br[C:7]1[CH:15]=[CH:14][C:13]([C:16]([F:19])([F:18])[F:17])=[CH:12][C:8]=1[C:9]([OH:11])=[O:10].CN(C)[CH:22]=[O:23].[OH-].[Na+]. The catalyst is O1CCCC1. The product is [CH:22]([C:7]1[CH:15]=[CH:14][C:13]([C:16]([F:19])([F:18])[F:17])=[CH:12][C:8]=1[C:9]([OH:11])=[O:10])=[O:23]. The yield is 0.310.